Regression/Classification. Given a drug SMILES string, predict its absorption, distribution, metabolism, or excretion properties. Task type varies by dataset: regression for continuous measurements (e.g., permeability, clearance, half-life) or binary classification for categorical outcomes (e.g., BBB penetration, CYP inhibition). Dataset: cyp1a2_veith. From a dataset of CYP1A2 inhibition data for predicting drug metabolism from PubChem BioAssay. The molecule is COc1ccc2c(c1OC)C(=O)O[C@H]2[C@H]1c2cc3c(cc2CCN1C)OCO3. The result is 0 (non-inhibitor).